This data is from Forward reaction prediction with 1.9M reactions from USPTO patents (1976-2016). The task is: Predict the product of the given reaction. (1) Given the reactants [F:1][C:2]1[CH:7]=[C:6]([CH2:8][OH:9])[CH:5]=[CH:4][N:3]=1.FC(F)(F)S(O)(=O)=O.[O:18]1[CH2:23][CH2:22][CH:21]([CH2:24]O)[CH2:20][CH2:19]1.C(=O)([O-])O.[Na+], predict the reaction product. The product is: [F:1][C:2]1[CH:7]=[C:6]([CH2:8][O:9][CH2:24][CH:21]2[CH2:22][CH2:23][O:18][CH2:19][CH2:20]2)[CH:5]=[CH:4][N:3]=1. (2) Given the reactants [CH3:1][O:2][C:3]1[CH:8]=[CH:7][C:6]([C:9]([C:36]2[CH:41]=[CH:40][C:39]([O:42][CH3:43])=[CH:38][CH:37]=2)([C:30]2[CH:35]=[CH:34][CH:33]=[CH:32][CH:31]=2)[NH:10][C:11]2[O:12][C@H:13]([C:26]([F:29])([F:28])[F:27])[CH2:14][C@:15]([C:18]3[CH:23]=[C:22](Br)[CH:21]=[CH:20][C:19]=3[F:25])([CH3:17])[N:16]=2)=[CH:5][CH:4]=1.[C:44]([C:47]1[CH:48]=[C:49](B(O)O)[CH:50]=[N:51][CH:52]=1)#[C:45][CH3:46], predict the reaction product. The product is: [CH3:1][O:2][C:3]1[CH:8]=[CH:7][C:6]([C:9]([C:36]2[CH:41]=[CH:40][C:39]([O:42][CH3:43])=[CH:38][CH:37]=2)([C:30]2[CH:35]=[CH:34][CH:33]=[CH:32][CH:31]=2)[NH:10][C:11]2[O:12][C@H:13]([C:26]([F:29])([F:28])[F:27])[CH2:14][C@:15]([C:18]3[CH:23]=[C:22]([C:49]4[CH:50]=[N:51][CH:52]=[C:47]([C:44]#[C:45][CH3:46])[CH:48]=4)[CH:21]=[CH:20][C:19]=3[F:25])([CH3:17])[N:16]=2)=[CH:5][CH:4]=1. (3) Given the reactants [F:1][C:2]1[CH:3]=[C:4]([CH:15]([CH3:20])[C:16]([O:18][CH3:19])=[O:17])[CH:5]=[CH:6][C:7]=1[C:8]1[CH:13]=[CH:12][CH:11]=[C:10]([OH:14])[CH:9]=1.[CH2:21]([N:27]=[C:28]=[O:29])[CH2:22][CH2:23][CH2:24][CH2:25][CH3:26], predict the reaction product. The product is: [F:1][C:2]1[CH:3]=[C:4]([CH:15]([CH3:20])[C:16]([O:18][CH3:19])=[O:17])[CH:5]=[CH:6][C:7]=1[C:8]1[CH:13]=[CH:12][CH:11]=[C:10]([O:14][C:28](=[O:29])[NH:27][CH2:21][CH2:22][CH2:23][CH2:24][CH2:25][CH3:26])[CH:9]=1. (4) Given the reactants [Cl:1][C:2]1[CH:3]=[C:4]([CH:9]2[N:14]3[N:15]=[CH:16][CH:17]=[C:13]3[N:12](C(OC(C)(C)C)=O)[C:11]([CH3:25])=[C:10]2[C:26](=[O:40])[N:27]([S:29]([C:32]2[CH:37]=[CH:36][C:35]([O:38][CH3:39])=[CH:34][CH:33]=2)(=[O:31])=[O:30])[CH3:28])[CH:5]=[CH:6][C:7]=1[Cl:8].C(O)(C(F)(F)F)=O, predict the reaction product. The product is: [Cl:1][C:2]1[CH:3]=[C:4]([CH:9]2[N:14]3[N:15]=[CH:16][CH:17]=[C:13]3[NH:12][C:11]([CH3:25])=[C:10]2[C:26]([N:27]([S:29]([C:32]2[CH:33]=[CH:34][C:35]([O:38][CH3:39])=[CH:36][CH:37]=2)(=[O:31])=[O:30])[CH3:28])=[O:40])[CH:5]=[CH:6][C:7]=1[Cl:8]. (5) Given the reactants [Cl:1][C:2]1[CH:7]=[CH:6][C:5]([CH:8]([NH2:16])[CH:9]([NH2:15])[CH2:10][CH2:11][CH:12]([CH3:14])[CH3:13])=[CH:4][CH:3]=1.Cl.[CH2:18]([O:20][C:21]1[CH:31]=[C:30]([O:32][CH3:33])[CH:29]=[CH:28][C:22]=1[C:23](=N)OCC)[CH3:19].ClC1C=CC(C2NC(C3C=CC(OC)=CC=3OCC)=NC2CC2CCCC2)=CC=1, predict the reaction product. The product is: [Cl:1][C:2]1[CH:3]=[CH:4][C:5]([CH:8]2[NH:16][C:23]([C:22]3[CH:28]=[CH:29][C:30]([O:32][CH3:33])=[CH:31][C:21]=3[O:20][CH2:18][CH3:19])=[N:15][CH:9]2[CH2:10][CH2:11][CH:12]([CH3:13])[CH3:14])=[CH:6][CH:7]=1. (6) Given the reactants [CH2:1]([C:9]1[CH:14]=[CH:13][C:12]([C:15]2[CH:19]=[CH:18][S:17][C:16]=2[CH:20]=[CH:21][C:22]2[CH:40]=[CH:39][C:25]([N:26]([C:33]3[CH:38]=[CH:37][CH:36]=[CH:35][CH:34]=3)[C:27]3[CH:32]=[CH:31][CH:30]=[CH:29][CH:28]=3)=[CH:24][CH:23]=2)=[CH:11][CH:10]=1)[CH2:2][CH2:3][CH2:4][CH2:5][CH2:6][CH2:7][CH3:8].[Br:41]N1C(=O)CCC1=O.Cl, predict the reaction product. The product is: [Br:41][C:18]1[S:17][C:16]([CH:20]=[CH:21][C:22]2[CH:23]=[CH:24][C:25]([N:26]([C:27]3[CH:28]=[CH:29][CH:30]=[CH:31][CH:32]=3)[C:33]3[CH:38]=[CH:37][CH:36]=[CH:35][CH:34]=3)=[CH:39][CH:40]=2)=[C:15]([C:12]2[CH:13]=[CH:14][C:9]([CH2:1][CH2:2][CH2:3][CH2:4][CH2:5][CH2:6][CH2:7][CH3:8])=[CH:10][CH:11]=2)[CH:19]=1. (7) Given the reactants [C:1]([C:5]1[CH:40]=[CH:39][C:8]([C:9]([N:11]2[C@@H:15]([C:16]3[S:20][C:19]([Cl:21])=[N:18][CH:17]=3)[C@@H:14]([C:22]3[CH:27]=[N:26][CH:25]=[CH:24][N:23]=3)[CH2:13][C@@:12]2([CH2:35][CH:36]([CH3:38])[CH3:37])[C:28]([O:30]C(C)(C)C)=[O:29])=[O:10])=[CH:7][CH:6]=1)([CH3:4])([CH3:3])[CH3:2].C(O)(C(F)(F)F)=O, predict the reaction product. The product is: [C:1]([C:5]1[CH:6]=[CH:7][C:8]([C:9]([N:11]2[C@@H:15]([C:16]3[S:20][C:19]([Cl:21])=[N:18][CH:17]=3)[C@@H:14]([C:22]3[CH:27]=[N:26][CH:25]=[CH:24][N:23]=3)[CH2:13][C@@:12]2([CH2:35][CH:36]([CH3:37])[CH3:38])[C:28]([OH:30])=[O:29])=[O:10])=[CH:39][CH:40]=1)([CH3:3])([CH3:2])[CH3:4].